This data is from Peptide-MHC class I binding affinity with 185,985 pairs from IEDB/IMGT. The task is: Regression. Given a peptide amino acid sequence and an MHC pseudo amino acid sequence, predict their binding affinity value. This is MHC class I binding data. (1) The peptide sequence is YNTVCVIW. The MHC is Mamu-A02 with pseudo-sequence Mamu-A02. The binding affinity (normalized) is 0.370. (2) The peptide sequence is KRFLNGAKY. The MHC is HLA-A02:06 with pseudo-sequence HLA-A02:06. The binding affinity (normalized) is 0.0847. (3) The peptide sequence is YHRFGLYRL. The MHC is HLA-A01:01 with pseudo-sequence HLA-A01:01. The binding affinity (normalized) is 0.0847. (4) The peptide sequence is LALTDVEKR. The MHC is HLA-A68:02 with pseudo-sequence HLA-A68:02. The binding affinity (normalized) is 0. (5) The peptide sequence is LLDEPTNHL. The MHC is HLA-A69:01 with pseudo-sequence HLA-A69:01. The binding affinity (normalized) is 0.570. (6) The peptide sequence is YPARVKCAL. The MHC is HLA-B46:01 with pseudo-sequence HLA-B46:01. The binding affinity (normalized) is 0.0847.